Dataset: Reaction yield outcomes from USPTO patents with 853,638 reactions. Task: Predict the reaction yield, written as a fraction of the theoretical maximum amount of product (1.0 means a 100% yield; for example, 0.34 means a 34% yield). (1) The reactants are C(N(CC)CC)C.[S:8]1[CH:12]=[C:11]([CH:13]=[O:14])[C:10]2[CH:15]=[CH:16][CH:17]=[CH:18][C:9]1=2.[N:19]1[C:20]([CH:28]=[N:29][C:30]2[CH:35]=[CH:34][N:33]=[C:32]([O:36][CH3:37])[CH:31]=2)=[CH:21][N:22]2[CH:27]=[CH:26][CH:25]=[CH:24][C:23]=12. The catalyst is [Cl-].C([N+]1C(C)=C(CCO)SC=1)C1C=CC=CC=1.C(O)C. The product is [S:8]1[CH:12]=[C:11]([C:13](=[O:14])[CH:28]([C:20]2[N:19]=[C:23]3[CH:24]=[CH:25][CH:26]=[CH:27][N:22]3[CH:21]=2)[NH:29][C:30]2[CH:35]=[CH:34][N:33]=[C:32]([O:36][CH3:37])[CH:31]=2)[C:10]2[CH:15]=[CH:16][CH:17]=[CH:18][C:9]1=2. The yield is 0.0600. (2) The reactants are [CH3:1][C:2]1[N:6]=[C:5]([CH3:7])[S:4][C:3]=1/[CH:8]=[CH:9]/[C:10](N(C)C)=O.[N+]([O-])(O)=O.[N+:19]([C:22]1[CH:23]=[C:24]([NH:28][C:29]([NH2:31])=[NH:30])[CH:25]=[CH:26][CH:27]=1)([O-:21])=[O:20].[OH-].[Na+]. The catalyst is COCCO. The product is [CH3:7][C:5]1[S:4][C:3]([C:8]2[CH:9]=[CH:10][N:31]=[C:29]([NH:28][C:24]3[CH:25]=[CH:26][CH:27]=[C:22]([N+:19]([O-:21])=[O:20])[CH:23]=3)[N:30]=2)=[C:2]([CH3:1])[N:6]=1. The yield is 0.460. (3) The reactants are [OH:1][CH2:2][C:3]([NH:6][C:7]1[S:8][CH:9]=[C:10]([C:12]2[CH:19]=[CH:18][C:15]([C:16]#[N:17])=[CH:14][CH:13]=2)[N:11]=1)([CH3:5])[CH3:4].BrCC(C1C=CC([C:28]#[N:29])=CC=1)=O.C1N=CN(C(N2C=NC=C2)=N)C=1. The catalyst is O1CCCC1. The product is [NH:29]=[C:28]1[N:6]([C:7]2[S:8][CH:9]=[C:10]([C:12]3[CH:13]=[CH:14][C:15]([C:16]#[N:17])=[CH:18][CH:19]=3)[N:11]=2)[C:3]([CH3:5])([CH3:4])[CH2:2][O:1]1. The yield is 0.190. (4) The reactants are [NH:1]1[CH:5]=[C:4]([C:6]2[C:7]3[CH:14]=[CH:13][N:12]([CH2:15][O:16][CH2:17][CH2:18][Si:19]([CH3:22])([CH3:21])[CH3:20])[C:8]=3[N:9]=[CH:10][N:11]=2)[CH:3]=[N:2]1.C(#N)C.[N:26]1([C:32]2[CH:33]=[C:34](/[CH:38]=[CH:39]/[C:40]#[N:41])[CH:35]=[N:36][CH:37]=2)[CH2:31][CH2:30][O:29][CH2:28][CH2:27]1.C1CCN2C(=NCCC2)CC1. No catalyst specified. The product is [N:26]1([C:32]2[CH:33]=[C:34]([CH:38]([N:1]3[CH:5]=[C:4]([C:6]4[C:7]5[CH:14]=[CH:13][N:12]([CH2:15][O:16][CH2:17][CH2:18][Si:19]([CH3:22])([CH3:21])[CH3:20])[C:8]=5[N:9]=[CH:10][N:11]=4)[CH:3]=[N:2]3)[CH2:39][C:40]#[N:41])[CH:35]=[N:36][CH:37]=2)[CH2:31][CH2:30][O:29][CH2:28][CH2:27]1. The yield is 1.00. (5) The reactants are [C:1]([NH:4][C:5]1[CH:10]=[CH:9][C:8]([O:11][C:12](=[O:27])/[CH:13]=[CH:14]/[C:15]2[CH:20]=[CH:19][C:18]([O:21]C(=O)C)=[C:17]([O:25][CH3:26])[CH:16]=2)=[CH:7][CH:6]=1)(=[O:3])[CH3:2].C(=O)([O-])[O-].[K+].[K+]. The catalyst is CO.O1CCCC1.O. The product is [C:1]([NH:4][C:5]1[CH:10]=[CH:9][C:8]([O:11][C:12](=[O:27])/[CH:13]=[CH:14]/[C:15]2[CH:20]=[CH:19][C:18]([OH:21])=[C:17]([O:25][CH3:26])[CH:16]=2)=[CH:7][CH:6]=1)(=[O:3])[CH3:2]. The yield is 0.560. (6) The reactants are C(O[C:4]([C:6]1[CH:7]=[C:8]2[C:12](=[CH:13][CH:14]=1)[NH:11][N:10]=[C:9]2[C:15]1[CH:24]=[CH:23][C:22]2[C:17](=[CH:18][CH:19]=[C:20]([O:25][CH3:26])[CH:21]=2)[CH:16]=1)=[NH:5])C.C(N(CC)CC)C.[C:34]([NH:38][CH2:39][C:40]([NH:42][NH2:43])=O)([CH3:37])([CH3:36])[CH3:35]. The catalyst is CO. The product is [C:34]([NH:38][CH2:39][C:40]1[NH:42][N:43]=[C:4]([C:6]2[CH:7]=[C:8]3[C:12](=[CH:13][CH:14]=2)[NH:11][N:10]=[C:9]3[C:15]2[CH:24]=[CH:23][C:22]3[C:17](=[CH:18][CH:19]=[C:20]([O:25][CH3:26])[CH:21]=3)[CH:16]=2)[N:5]=1)([CH3:37])([CH3:36])[CH3:35]. The yield is 0.110.